From a dataset of Peptide-MHC class I binding affinity with 185,985 pairs from IEDB/IMGT. Regression. Given a peptide amino acid sequence and an MHC pseudo amino acid sequence, predict their binding affinity value. This is MHC class I binding data. The peptide sequence is KCDICTDEY. The MHC is HLA-A03:01 with pseudo-sequence HLA-A03:01. The binding affinity (normalized) is 0.0847.